This data is from Full USPTO retrosynthesis dataset with 1.9M reactions from patents (1976-2016). The task is: Predict the reactants needed to synthesize the given product. (1) Given the product [CH2:1]([N:8]1[CH2:13][CH2:12][C@@H:11]([CH3:14])[C@@H:10]([N:15]2[C:16]3=[C:17]4[CH:27]=[CH:26][N:25]([CH2:28][O:29][CH2:30][CH2:31][Si:32]([CH3:35])([CH3:33])[CH3:34])[C:18]4=[N:19][CH:20]=[C:21]3[CH:22]=[C:23]2[CH3:24])[CH2:9]1)[C:2]1[CH:3]=[CH:4][CH:5]=[CH:6][CH:7]=1, predict the reactants needed to synthesize it. The reactants are: [CH2:1]([N:8]1[CH2:13][CH2:12][C@@H:11]([CH3:14])[C@@H:10]([NH:15][C:16]2[C:17]3[CH:27]=[CH:26][N:25]([CH2:28][O:29][CH2:30][CH2:31][Si:32]([CH3:35])([CH3:34])[CH3:33])[C:18]=3[N:19]=[CH:20][C:21]=2[C:22]#[C:23][CH3:24])[CH2:9]1)[C:2]1[CH:7]=[CH:6][CH:5]=[CH:4][CH:3]=1.CC(C)([O-])C.[K+].[Cl-].[NH4+]. (2) Given the product [F:32][C:33]([F:37])([F:36])[CH2:34][NH:35][C:16]1[N:17]=[C:18]([C:19]2[CH:24]=[CH:23][C:22]([F:25])=[CH:21][C:20]=2[CH3:26])[C:13]2[CH:12]=[CH:11][C:10](=[O:31])[N:9]([C:3]3[C:2]([F:1])=[CH:7][CH:6]=[CH:5][C:4]=3[F:8])[C:14]=2[N:15]=1, predict the reactants needed to synthesize it. The reactants are: [F:1][C:2]1[CH:7]=[CH:6][CH:5]=[C:4]([F:8])[C:3]=1[N:9]1[C:14]2[N:15]=[C:16](S(C)(=O)=O)[N:17]=[C:18]([C:19]3[CH:24]=[CH:23][C:22]([F:25])=[CH:21][C:20]=3[CH3:26])[C:13]=2[CH:12]=[CH:11][C:10]1=[O:31].[F:32][C:33]([F:37])([F:36])[CH2:34][NH2:35]. (3) Given the product [F:10][C:11]1[CH:12]=[C:13]([CH:14]=[CH:15][CH:16]=1)[O:17][C:2]1[CH:9]=[CH:8][C:5]([C:6]#[N:7])=[CH:4][CH:3]=1, predict the reactants needed to synthesize it. The reactants are: F[C:2]1[CH:9]=[CH:8][C:5]([C:6]#[N:7])=[CH:4][CH:3]=1.[F:10][C:11]1[CH:12]=[C:13]([OH:17])[CH:14]=[CH:15][CH:16]=1.C(=O)([O-])[O-].[Cs+].[Cs+].CN(C=O)C. (4) Given the product [CH3:22][O:21][N:20]([CH3:19])[C:45](=[O:47])[CH2:44][C:40]1[CH:39]=[C:38]([NH:37][C:35](=[O:36])[O:34][CH2:27][C:28]2[CH:29]=[CH:30][CH:31]=[CH:32][CH:33]=2)[CH:43]=[CH:42][CH:41]=1, predict the reactants needed to synthesize it. The reactants are: C(N(CC)CC)C.C1C=CC2N(O)N=NC=2C=1.Cl.[CH3:19][NH:20][O:21][CH3:22].C(Cl)CCl.[CH2:27]([O:34][C:35]([NH:37][C:38]1[CH:39]=[C:40]([CH2:44][C:45]([OH:47])=O)[CH:41]=[CH:42][CH:43]=1)=[O:36])[C:28]1[CH:33]=[CH:32][CH:31]=[CH:30][CH:29]=1. (5) Given the product [C:35]1([S:41]([OH:44])(=[O:43])=[O:42])[CH:40]=[CH:39][CH:38]=[CH:37][CH:36]=1.[Cl:1][C:2]1[CH:3]=[CH:4][C:5]([C:6]([NH:8][CH:9]([CH2:21][C:22]2[C:31]3[C:26](=[CH:27][CH:28]=[CH:29][CH:30]=3)[NH:25][C:24](=[O:32])[CH:23]=2)[C:10]([O:12][CH2:13][CH2:14][N:15]2[CH2:16][CH2:17][O:18][CH2:19][CH2:20]2)=[O:11])=[O:7])=[CH:33][CH:34]=1, predict the reactants needed to synthesize it. The reactants are: [Cl:1][C:2]1[CH:34]=[CH:33][C:5]([C:6]([NH:8][CH:9]([CH2:21][C:22]2[C:31]3[C:26](=[CH:27][CH:28]=[CH:29][CH:30]=3)[NH:25][C:24](=[O:32])[CH:23]=2)[C:10]([O:12][CH2:13][CH2:14][N:15]2[CH2:20][CH2:19][O:18][CH2:17][CH2:16]2)=[O:11])=[O:7])=[CH:4][CH:3]=1.[C:35]1([S:41]([OH:44])(=[O:43])=[O:42])[CH:40]=[CH:39][CH:38]=[CH:37][CH:36]=1. (6) Given the product [Cl:1][C:2]1[N:10]=[C:9]([I:21])[N:8]=[C:7]2[C:3]=1[N:4]=[CH:5][N:6]2[CH2:12][O:13][CH2:14][CH2:15][Si:16]([CH3:19])([CH3:18])[CH3:17], predict the reactants needed to synthesize it. The reactants are: [Cl:1][C:2]1[N:10]=[C:9](N)[N:8]=[C:7]2[C:3]=1[N:4]=[CH:5][N:6]2[CH2:12][O:13][CH2:14][CH2:15][Si:16]([CH3:19])([CH3:18])[CH3:17].C(I)[I:21].N(OCCC(C)C)=O. (7) Given the product [CH3:11][C:12]1([CH3:26])[O:13][C:14](=[O:25])[NH:15][C:16]2[CH:21]=[CH:20][C:19]([C:2]3[CH:3]=[C:4]([CH2:8][C:9]#[N:10])[CH:5]=[CH:6][CH:7]=3)=[CH:18][C:17]1=2, predict the reactants needed to synthesize it. The reactants are: Br[C:2]1[CH:3]=[C:4]([CH2:8][C:9]#[N:10])[CH:5]=[CH:6][CH:7]=1.[CH3:11][C:12]1([CH3:26])[C:17]2[CH:18]=[C:19](B(O)O)[CH:20]=[CH:21][C:16]=2[NH:15][C:14](=[O:25])[O:13]1. (8) Given the product [N+:1]([C:4]1[CH:5]=[C:6]([C@:10]2([OH:14])[O:49][CH2:48][C:47]([CH3:51])([CH3:50])[NH:46][C@H:11]2[CH3:12])[CH:7]=[CH:8][CH:9]=1)([O-:3])=[O:2], predict the reactants needed to synthesize it. The reactants are: [N+:1]([C:4]1[CH:5]=[C:6]([C:10](=[O:14])[C@H:11](O)[CH3:12])[CH:7]=[CH:8][CH:9]=1)([O-:3])=[O:2].CN(C1C2C(N(C)C)=CC=CC=2C=CC=1)C.S(OS(C(F)(F)F)(=O)=O)(C(F)(F)F)(=O)=O.[NH2:46][C:47]([CH3:51])([CH3:50])[CH2:48][OH:49]. (9) Given the product [CH:1]1([CH:4]([C:9]2[CH:14]=[CH:13][CH:12]=[C:11]([OH:15])[CH:10]=2)[CH2:5][C:6]([O:8][CH3:21])=[O:7])[CH2:3][CH2:2]1, predict the reactants needed to synthesize it. The reactants are: [CH:1]1([CH:4]([C:9]2[CH:14]=[CH:13][CH:12]=[C:11]([OH:15])[CH:10]=2)[CH2:5][C:6]([OH:8])=[O:7])[CH2:3][CH2:2]1.OS(O)(=O)=O.[CH3:21]O.